The task is: Predict the reaction yield, written as a fraction of the theoretical maximum amount of product (1.0 means a 100% yield; for example, 0.34 means a 34% yield).. This data is from Reaction yield outcomes from USPTO patents with 853,638 reactions. (1) The reactants are [CH3:1][S-:2].[Na+].Cl[C:5]1[C:10]([N+:11]([O-:13])=[O:12])=[CH:9][CH:8]=[C:7]([O:14][CH3:15])[N:6]=1. The catalyst is O1CCCC1.ClCCl. The product is [CH3:15][O:14][C:7]1[N:6]=[C:5]([S:2][CH3:1])[C:10]([N+:11]([O-:13])=[O:12])=[CH:9][CH:8]=1. The yield is 0.940. (2) The reactants are [NH2:1][C:2]1[C:3]([C:24]([O:26]CC)=O)=[N:4][C:5]([C:17]2[CH:22]=[CH:21][CH:20]=[CH:19][C:18]=2[OH:23])=[N:6][C:7]=1[NH:8][C:9]1C=CC=CC=1OC.[NH2:29]C1C(C(OCC)=O)=NC(Cl)=NC=1NC1C=CC=CC=1OC.OC1C=C(B(O)O)C=CC=1.P([O-])([O-])([O-])=O.[K+].[K+].[K+].C1(P(C2CCCCC2)C2C=CC=CC=2[C:82]2[C:87]([O:88][CH3:89])=[CH:86][CH:85]=[CH:84][C:83]=2OC)CCCCC1. The catalyst is O1CCCC1.O.C([O-])(=O)C.[Pd+2].C([O-])(=O)C.CCOC(C)=O. The product is [OH:23][C:18]1[CH:19]=[CH:20][CH:21]=[CH:22][C:17]=1[C:5]1[N:6]=[C:7]2[C:2]([N:1]=[CH:9][N:8]2[C:82]2[CH:83]=[CH:84][CH:85]=[CH:86][C:87]=2[O:88][CH3:89])=[C:3]([C:24]([NH2:29])=[O:26])[N:4]=1. The yield is 0.500. (3) The reactants are [Br:1][C:2]1[CH:3]=[C:4]([CH:31]=[CH:32][CH:33]=1)[CH2:5][N:6]1[C:14]2[C:13](=[O:15])[N:12]([CH3:16])[C:11](=[O:17])[N:10]([CH3:18])[C:9]=2[N:8]=[C:7]1[CH2:19][C:20]1[CH:21]=[C:22]([CH:28]=[CH:29][CH:30]=1)[C:23](OCC)=[O:24].[BH4-].[Li+]. The catalyst is C1COCC1. The product is [Br:1][C:2]1[CH:3]=[C:4]([CH:31]=[CH:32][CH:33]=1)[CH2:5][N:6]1[C:14]2[C:13](=[O:15])[N:12]([CH3:16])[C:11](=[O:17])[N:10]([CH3:18])[C:9]=2[N:8]=[C:7]1[CH2:19][C:20]1[CH:30]=[CH:29][CH:28]=[C:22]([CH2:23][OH:24])[CH:21]=1. The yield is 0.435. (4) The reactants are [F:1][C:2]([F:14])([C:8]1[CH:13]=[CH:12][N:11]=[CH:10][N:9]=1)[C:3]([O:5]CC)=[O:4].C(O)C.O.[OH-].[Li+]. The catalyst is O1CCCC1.O. The product is [F:14][C:2]([F:1])([C:8]1[CH:13]=[CH:12][N:11]=[CH:10][N:9]=1)[C:3]([OH:5])=[O:4]. The yield is 0.920.